Dataset: NCI-60 drug combinations with 297,098 pairs across 59 cell lines. Task: Regression. Given two drug SMILES strings and cell line genomic features, predict the synergy score measuring deviation from expected non-interaction effect. (1) Drug 1: C1CN1C2=NC(=NC(=N2)N3CC3)N4CC4. Drug 2: CCC1(CC2CC(C3=C(CCN(C2)C1)C4=CC=CC=C4N3)(C5=C(C=C6C(=C5)C78CCN9C7C(C=CC9)(C(C(C8N6C)(C(=O)OC)O)OC(=O)C)CC)OC)C(=O)OC)O.OS(=O)(=O)O. Cell line: NCI-H322M. Synergy scores: CSS=-0.211, Synergy_ZIP=1.90, Synergy_Bliss=3.61, Synergy_Loewe=-2.38, Synergy_HSA=-1.94. (2) Drug 1: CN1C2=C(C=C(C=C2)N(CCCl)CCCl)N=C1CCCC(=O)O.Cl. Drug 2: C1C(C(OC1N2C=NC(=NC2=O)N)CO)O. Cell line: SF-295. Synergy scores: CSS=-1.37, Synergy_ZIP=2.55, Synergy_Bliss=5.00, Synergy_Loewe=-5.04, Synergy_HSA=-0.222. (3) Drug 1: C1=CC(=CC=C1C#N)C(C2=CC=C(C=C2)C#N)N3C=NC=N3. Drug 2: C1=CN(C(=O)N=C1N)C2C(C(C(O2)CO)O)O.Cl. Cell line: HCT-15. Synergy scores: CSS=25.1, Synergy_ZIP=8.72, Synergy_Bliss=12.2, Synergy_Loewe=-12.5, Synergy_HSA=-3.70. (4) Synergy scores: CSS=18.5, Synergy_ZIP=-6.75, Synergy_Bliss=-4.13, Synergy_Loewe=-11.7, Synergy_HSA=-3.95. Drug 1: CC1C(C(=O)NC(C(=O)N2CCCC2C(=O)N(CC(=O)N(C(C(=O)O1)C(C)C)C)C)C(C)C)NC(=O)C3=C4C(=C(C=C3)C)OC5=C(C(=O)C(=C(C5=N4)C(=O)NC6C(OC(=O)C(N(C(=O)CN(C(=O)C7CCCN7C(=O)C(NC6=O)C(C)C)C)C)C(C)C)C)N)C. Cell line: M14. Drug 2: C1C(C(OC1N2C=C(C(=O)NC2=O)F)CO)O. (5) Drug 1: CC1C(C(CC(O1)OC2CC(CC3=C2C(=C4C(=C3O)C(=O)C5=C(C4=O)C(=CC=C5)OC)O)(C(=O)C)O)N)O.Cl. Drug 2: C1=CC=C(C(=C1)C(C2=CC=C(C=C2)Cl)C(Cl)Cl)Cl. Cell line: HOP-92. Synergy scores: CSS=15.4, Synergy_ZIP=-3.59, Synergy_Bliss=0.534, Synergy_Loewe=-24.3, Synergy_HSA=0.940. (6) Synergy scores: CSS=22.8, Synergy_ZIP=-4.68, Synergy_Bliss=2.30, Synergy_Loewe=-1.71, Synergy_HSA=-1.46. Drug 1: C1=CC(=CC=C1CC(C(=O)O)N)N(CCCl)CCCl.Cl. Drug 2: CC1=C(C=C(C=C1)NC(=O)C2=CC=C(C=C2)CN3CCN(CC3)C)NC4=NC=CC(=N4)C5=CN=CC=C5. Cell line: HCT-15. (7) Drug 1: C1CCC(C1)C(CC#N)N2C=C(C=N2)C3=C4C=CNC4=NC=N3. Drug 2: CC1=C(C=C(C=C1)NC(=O)C2=CC=C(C=C2)CN3CCN(CC3)C)NC4=NC=CC(=N4)C5=CN=CC=C5. Cell line: PC-3. Synergy scores: CSS=7.96, Synergy_ZIP=4.21, Synergy_Bliss=13.4, Synergy_Loewe=12.2, Synergy_HSA=11.2.